From a dataset of Full USPTO retrosynthesis dataset with 1.9M reactions from patents (1976-2016). Predict the reactants needed to synthesize the given product. (1) Given the product [Cl:16][CH2:15][O:13][C:5]1[C:4]([CH:1]([CH3:3])[CH3:2])=[CH:9][CH:8]=[CH:7][C:6]=1[CH:10]([CH3:12])[CH3:11], predict the reactants needed to synthesize it. The reactants are: [CH:1]([C:4]1[CH:9]=[CH:8][CH:7]=[C:6]([CH:10]([CH3:12])[CH3:11])[C:5]=1[OH:13])([CH3:3])[CH3:2].Br[CH2:15][Cl:16].[OH-].[Na+]. (2) Given the product [CH2:1]([O:3][C:4]([CH:5]([O:10][C:39](=[O:40])[C:38]([CH3:44])([CH3:37])[CH:42]=[CH2:43])[CH:6]1[CH2:7][O:8][CH2:9]1)=[O:11])[CH3:2], predict the reactants needed to synthesize it. The reactants are: [CH2:1]([O:3][C:4](=[O:11])[CH:5]([OH:10])[CH:6]1[CH2:9][O:8][CH2:7]1)[CH3:2].CC1C=CC=C([N+]([O-])=O)C=1C(OC(=O)C1C([N+]([O-])=O)=CC=CC=1C)=O.[CH3:37][C:38]([CH3:44])([CH:42]=[CH2:43])[C:39](O)=[O:40]. (3) Given the product [Cl:1][C:2]1[CH:7]=[C:6]([C:8]([OH:17])([C:9]([F:10])([F:11])[F:12])[C:13]([F:15])([F:16])[F:14])[CH:5]=[CH:4][C:3]=1[N:18]([CH2:29][CH3:30])[CH2:19][CH2:20][CH2:21][C:22]1[CH:23]=[CH:24][CH:25]=[CH:26][CH:27]=1, predict the reactants needed to synthesize it. The reactants are: [Cl:1][C:2]1[CH:7]=[C:6]([C:8]([OH:17])([C:13]([F:16])([F:15])[F:14])[C:9]([F:12])([F:11])[F:10])[CH:5]=[CH:4][C:3]=1[N:18]([CH2:29][CH3:30])[C:19](=O)[CH2:20][CH2:21][C:22]1[CH:27]=[CH:26][CH:25]=[CH:24][CH:23]=1. (4) The reactants are: [Br:1][C:2]1[CH:3]=[CH:4][C:5]([C:8]([OH:10])=O)=[N:6][CH:7]=1.CN(C(ON1N=NC2C=CC=CC1=2)=[N+](C)C)C.F[P-](F)(F)(F)(F)F.Cl.Cl.[NH2:37][CH2:38][C:39]1[CH:45]=[C:44]([Br:46])[CH:43]=[CH:42][C:40]=1[NH2:41].CCN(C(C)C)C(C)C. Given the product [NH2:41][C:40]1[CH:42]=[CH:43][C:44]([Br:46])=[CH:45][C:39]=1[CH2:38][NH:37][C:8]([C:5]1[CH:4]=[CH:3][C:2]([Br:1])=[CH:7][N:6]=1)=[O:10], predict the reactants needed to synthesize it. (5) Given the product [CH3:5][O:6][C:7](=[O:22])[C:8]([C@H:11]1[CH2:12][CH2:13][C@H:14]([N:1]=[N+:2]=[N-:3])[CH2:15][CH2:16]1)([CH3:10])[CH3:9], predict the reactants needed to synthesize it. The reactants are: [N-:1]=[N+:2]=[N-:3].[Na+].[CH3:5][O:6][C:7](=[O:22])[C:8]([C@H:11]1[CH2:16][CH2:15][C@@H:14](OS(C)(=O)=O)[CH2:13][CH2:12]1)([CH3:10])[CH3:9]. (6) Given the product [CH:1]1([CH2:4][N:5]2[C:9]3[CH:10]=[CH:11][C:12]([S:14]([CH2:17][CH:18]4[CH2:19][CH2:20][NH:21][CH2:22][CH2:23]4)(=[O:15])=[O:16])=[CH:13][C:8]=3[N:7]=[C:6]2[CH2:31][C:32]([CH3:35])([CH3:34])[CH3:33])[CH2:2][CH2:3]1, predict the reactants needed to synthesize it. The reactants are: [CH:1]1([CH2:4][N:5]2[C:9]3[CH:10]=[CH:11][C:12]([S:14]([CH2:17][CH:18]4[CH2:23][CH2:22][N:21](C(OC(C)(C)C)=O)[CH2:20][CH2:19]4)(=[O:16])=[O:15])=[CH:13][C:8]=3[N:7]=[C:6]2[CH2:31][C:32]([CH3:35])([CH3:34])[CH3:33])[CH2:3][CH2:2]1.Cl[Si](C)(C)C. (7) Given the product [F:1][C:2]1[CH:7]=[CH:6][C:5]([F:8])=[CH:4][C:3]=1[C@H:9]1[CH2:13][CH2:12][CH2:11][N:10]1[C:14]1[CH:15]=[CH:16][C:17]2[N:18]([C:33]([C:32]([O:31][CH2:29][CH3:30])=[O:35])=[CH:21][N:20]=2)[CH:19]=1, predict the reactants needed to synthesize it. The reactants are: [F:1][C:2]1[CH:7]=[CH:6][C:5]([F:8])=[CH:4][C:3]=1[C@H:9]1[CH2:13][CH2:12][CH2:11][N:10]1[C:14]1[CH:15]=[CH:16][C:17]([NH2:20])=[N:18][CH:19]=1.[CH3:21]N(C(OC)OC)C.[CH2:29]([O:31][C:32](=[O:35])[CH2:33]Br)[CH3:30].CO. (8) The reactants are: N([O-])=O.[Na+].N[C:6]1[CH:11]=[CH:10][C:9]([CH2:12][C:13]([OH:15])=[O:14])=[CH:8][CH:7]=1.Cl.[O:17]([CH2:21][CH3:22])[C:18]([S-:20])=[S:19].[K+].C(=O)([O-])[O-].[Na+].[Na+]. Given the product [CH2:21]([O:17][C:18]([S:20][C:6]1[CH:11]=[CH:10][C:9]([CH2:12][C:13]([OH:15])=[O:14])=[CH:8][CH:7]=1)=[S:19])[CH3:22], predict the reactants needed to synthesize it. (9) Given the product [ClH:33].[OH:2][CH:3]1[C@@H:7]([NH:8][C:9](=[O:32])[C@H:10]([CH2:28][CH:29]([CH3:30])[CH3:31])[NH:11][C:12](=[NH:27])[C:13]2[CH:26]=[CH:25][C:24]3[S:23][C:22]4[C:17](=[CH:18][CH:19]=[CH:20][CH:21]=4)[NH:16][C:15]=3[CH:14]=2)[CH2:6][CH2:5][O:4]1, predict the reactants needed to synthesize it. The reactants are: I.[OH:2][CH:3]1[C@@H:7]([NH:8][C:9](=[O:32])[C@H:10]([CH2:28][CH:29]([CH3:31])[CH3:30])[NH:11][C:12](=[NH:27])[C:13]2[CH:26]=[CH:25][C:24]3[S:23][C:22]4[C:17](=[CH:18][CH:19]=[CH:20][CH:21]=4)[NH:16][C:15]=3[CH:14]=2)[CH2:6][CH2:5][O:4]1.[Cl-:33].